This data is from Full USPTO retrosynthesis dataset with 1.9M reactions from patents (1976-2016). The task is: Predict the reactants needed to synthesize the given product. (1) Given the product [Cl:8][C:4]1[CH:5]=[CH:6][CH:7]=[C:2]([O:15][C:9]2[CH:14]=[CH:13][CH:12]=[CH:11][CH:10]=2)[N:3]=1, predict the reactants needed to synthesize it. The reactants are: Cl[C:2]1[CH:7]=[CH:6][CH:5]=[C:4]([Cl:8])[N:3]=1.[C:9]1([OH:15])[CH:14]=[CH:13][CH:12]=[CH:11][CH:10]=1. (2) Given the product [CH2:24]([NH:1][C:2]1[CH:3]=[C:4]([C:8]2[N:13]3[N:14]=[CH:15][C:16]([C:17]([C:19]4[S:20][CH:21]=[CH:22][CH:23]=4)=[O:18])=[C:12]3[N:11]=[CH:10][CH:9]=2)[CH:5]=[CH:6][CH:7]=1)/[CH:25]=[CH:26]/[CH3:27], predict the reactants needed to synthesize it. The reactants are: [NH2:1][C:2]1[CH:3]=[C:4]([C:8]2[N:13]3[N:14]=[CH:15][C:16]([C:17]([C:19]4[S:20][CH:21]=[CH:22][CH:23]=4)=[O:18])=[C:12]3[N:11]=[CH:10][CH:9]=2)[CH:5]=[CH:6][CH:7]=1.[CH:24](=O)/[CH:25]=[CH:26]/[CH3:27]. (3) Given the product [CH2:1]1[O:24][C:23]2[CH:22]=[CH:21][C:5]([CH2:6][CH:7]3[C:16]4[C:11](=[CH:12][C:13]([O:19][CH3:20])=[C:14]([O:17][CH3:18])[CH:15]=4)[CH2:10][CH2:9][N:8]3[CH2:26][C:27]([NH:37][CH2:30][C:31]3[CH:36]=[CH:35][CH:34]=[CH:33][CH:32]=3)=[O:28])=[CH:4][C:3]=2[O:2]1, predict the reactants needed to synthesize it. The reactants are: [CH2:1]1[O:24][C:23]2[CH:22]=[CH:21][C:5]([CH2:6][CH:7]3[C:16]4[C:11](=[CH:12][C:13]([O:19][CH3:20])=[C:14]([O:17][CH3:18])[CH:15]=4)[CH2:10][CH2:9][NH:8]3)=[CH:4][C:3]=2[O:2]1.Br[CH2:26][C:27](Br)=[O:28].[CH2:30]([NH2:37])[C:31]1[CH:36]=[CH:35][CH:34]=[CH:33][CH:32]=1. (4) Given the product [CH3:19][C:18]1[CH:17]=[CH:16][N:15]=[CH:14][C:13]=1[N:10]1[CH2:11][CH2:12][N:8]([C:6]2[CH:5]=[CH:4][N:3]=[C:2]([N:21]3[CH2:25][CH2:24][CH2:23][CH2:22]3)[CH:7]=2)[C:9]1=[O:20], predict the reactants needed to synthesize it. The reactants are: Cl[C:2]1[CH:7]=[C:6]([N:8]2[CH2:12][CH2:11][N:10]([C:13]3[CH:14]=[N:15][CH:16]=[CH:17][C:18]=3[CH3:19])[C:9]2=[O:20])[CH:5]=[CH:4][N:3]=1.[NH:21]1[CH2:25][CH2:24][CH2:23][CH2:22]1.C1(C(C2C=CC=CC=2)(P)CC)C=CC=CC=1.CC(C)([O-])C.[K+]. (5) Given the product [C:24]1([N:1]2[C:9]3[C:4](=[CH:5][CH:6]=[CH:7][CH:8]=3)[CH:3]=[CH:2]2)[CH:25]=[CH:26][CH:27]=[CH:28][CH:29]=1, predict the reactants needed to synthesize it. The reactants are: [NH:1]1[C:9]2[C:4](=[CH:5][CH:6]=[CH:7][CH:8]=2)[CH:3]=[CH:2]1.[O-]P([O-])([O-])=O.[K+].[K+].[K+].[CH3:24][CH2:25][CH2:26][CH2:27][CH2:28][CH2:29][CH2:24][CH2:25][CH2:26][CH2:27][CH2:28][CH3:29].IC1C=CC=CC=1.CN[C@@H]1CCCC[C@H]1NC. (6) Given the product [NH2:35][C:28]([C:15]1[CH:16]=[C:17]([C:20]([NH:22][CH2:23][C:24]([CH3:27])([CH3:25])[CH3:26])=[O:21])[CH:18]=[CH:19][C:14]=1[C:12]1[C:11]([CH3:31])=[C:10]([F:32])[CH:9]=[C:8]([C:6]([O:5][C:2]([CH3:1])([CH3:3])[CH3:4])=[O:7])[CH:13]=1)=[O:30], predict the reactants needed to synthesize it. The reactants are: [CH3:1][C:2]([O:5][C:6]([C:8]1[CH:9]=[C:10]([F:32])[C:11]([CH3:31])=[C:12]([C:14]2[C:15]([C:28]([OH:30])=O)=[CH:16][C:17]([C:20]([NH:22][CH2:23][C:24]([CH3:27])([CH3:26])[CH3:25])=[O:21])=[CH:18][CH:19]=2)[CH:13]=1)=[O:7])([CH3:4])[CH3:3].CC[N:35](CC)CC.ClC(OCC)=O.[OH-].N. (7) The reactants are: [NH2:1][CH2:2][CH2:3][OH:4].[CH:5]1([C:8]2[CH:32]=[CH:31][C:11](/[CH:12]=[C:13]3\[N:14]=[C:15]([C:19]4[CH:24]=[CH:23][C:22]([O:25][CH2:26][CH2:27][CH:28]5[CH2:30][CH2:29]5)=[CH:21][CH:20]=4)[O:16][C:17]\3=[O:18])=[CH:10][CH:9]=2)[CH2:7][CH2:6]1. Given the product [CH:28]1([CH2:27][CH2:26][O:25][C:22]2[CH:23]=[CH:24][C:19]([C:15]([NH:14]/[C:13](/[C:17]([NH:1][CH2:2][CH2:3][OH:4])=[O:18])=[CH:12]\[C:11]3[CH:31]=[CH:32][C:8]([CH:5]4[CH2:6][CH2:7]4)=[CH:9][CH:10]=3)=[O:16])=[CH:20][CH:21]=2)[CH2:30][CH2:29]1, predict the reactants needed to synthesize it.